This data is from Peptide-MHC class I binding affinity with 185,985 pairs from IEDB/IMGT. The task is: Regression. Given a peptide amino acid sequence and an MHC pseudo amino acid sequence, predict their binding affinity value. This is MHC class I binding data. (1) The peptide sequence is WISFAISCFL. The MHC is HLA-A02:01 with pseudo-sequence HLA-A02:01. The binding affinity (normalized) is 0.246. (2) The peptide sequence is IEELREHLL. The MHC is HLA-B57:01 with pseudo-sequence HLA-B57:01. The binding affinity (normalized) is 0.